From a dataset of Forward reaction prediction with 1.9M reactions from USPTO patents (1976-2016). Predict the product of the given reaction. (1) Given the reactants [F:1][C:2]([F:12])([F:11])[C:3]([CH3:10])([C:6]([F:9])([F:8])[F:7])[CH2:4][OH:5].CC(OI1(OC(C)=O)(OC(C)=O)OC(=O)C2C=CC=CC1=2)=O, predict the reaction product. The product is: [F:1][C:2]([F:11])([F:12])[C:3]([CH3:10])([C:6]([F:7])([F:9])[F:8])[CH:4]=[O:5]. (2) Given the reactants S(Cl)(Cl)=O.CN(C=O)C.[C:10]1([N:16]2[C:28]([CH2:29][CH2:30][CH:31]3[CH2:36][CH2:35][NH:34][CH2:33][CH2:32]3)=[C:27]3[C:18]([C:19](=O)[NH:20][C:21]4[CH:22]=[CH:23][CH:24]=[CH:25][C:26]=43)=[N:17]2)[CH:15]=[CH:14][CH:13]=[CH:12][CH:11]=1.[Cl:38]CCl, predict the reaction product. The product is: [Cl:38][C:19]1[C:18]2=[N:17][N:16]([C:10]3[CH:15]=[CH:14][CH:13]=[CH:12][CH:11]=3)[C:28]([CH2:29][CH2:30][CH:31]3[CH2:32][CH2:33][NH:34][CH2:35][CH2:36]3)=[C:27]2[C:26]2[CH:25]=[CH:24][CH:23]=[CH:22][C:21]=2[N:20]=1.